Dataset: Catalyst prediction with 721,799 reactions and 888 catalyst types from USPTO. Task: Predict which catalyst facilitates the given reaction. (1) The catalyst class is: 398. Product: [CH3:12][C:3]1[CH:4]=[C:5]([C:6]([O:8][CH3:9])=[O:7])[CH:10]=[CH:11][C:2]=1[C:16]1[CH:17]=[CH:18][CH:19]=[CH:20][C:15]=1[C:14]([F:25])([F:24])[F:13]. Reactant: Br[C:2]1[CH:11]=[CH:10][C:5]([C:6]([O:8][CH3:9])=[O:7])=[CH:4][C:3]=1[CH3:12].[F:13][C:14]([F:25])([F:24])[C:15]1[CH:20]=[CH:19][CH:18]=[CH:17][C:16]=1B(O)O.C(=O)([O-])[O-].[K+].[K+]. (2) Reactant: Cl[C:2]1[CH:3]=[CH:4][C:5]([N:30]2[CH:34]=[N:33][CH:32]=[N:31]2)=[C:6]([CH2:8][C:9]([NH:11][C:12]2[C:13]([NH:19][CH2:20][C:21]([F:29])([F:28])[C:22]3[CH:27]=[CH:26][CH:25]=[CH:24][N:23]=3)=[N:14][CH:15]=[CH:16][C:17]=2[OH:18])=O)[CH:7]=1.C1(P(C2C=CC=CC=2)C2C=CC=CC=2)C=CC=CC=1.CC(OC(/N=N/C(OC(C)C)=O)=O)C. Product: [F:28][C:21]([F:29])([C:22]1[CH:27]=[CH:26][CH:25]=[CH:24][N:23]=1)[CH2:20][NH:19][C:13]1[C:12]2[N:11]=[C:9]([CH2:8][C:6]3[CH:7]=[CH:2][CH:3]=[CH:4][C:5]=3[N:30]3[CH:34]=[N:33][CH:32]=[N:31]3)[O:18][C:17]=2[CH:16]=[CH:15][N:14]=1. The catalyst class is: 2.